This data is from NCI-60 drug combinations with 297,098 pairs across 59 cell lines. The task is: Regression. Given two drug SMILES strings and cell line genomic features, predict the synergy score measuring deviation from expected non-interaction effect. (1) Drug 1: CS(=O)(=O)C1=CC(=C(C=C1)C(=O)NC2=CC(=C(C=C2)Cl)C3=CC=CC=N3)Cl. Drug 2: C1=CC(=CC=C1C#N)C(C2=CC=C(C=C2)C#N)N3C=NC=N3. Cell line: CCRF-CEM. Synergy scores: CSS=8.73, Synergy_ZIP=-1.67, Synergy_Bliss=2.78, Synergy_Loewe=2.21, Synergy_HSA=1.04. (2) Drug 1: C1=C(C(=O)NC(=O)N1)F. Drug 2: CC(C)NC(=O)C1=CC=C(C=C1)CNNC.Cl. Cell line: NCI-H522. Synergy scores: CSS=10.7, Synergy_ZIP=-9.05, Synergy_Bliss=-5.89, Synergy_Loewe=-18.2, Synergy_HSA=-7.39.